Dataset: Forward reaction prediction with 1.9M reactions from USPTO patents (1976-2016). Task: Predict the product of the given reaction. (1) Given the reactants [F:1][C:2]1[CH:7]=[CH:6][C:5]([NH:8][C:9]([N:11]2[C:19]3[C:14](=[CH:15][C:16]([O:20][C:21]4[CH:26]=[C:25]([CH2:27][NH:28][C:29](=[O:34])[CH2:30][CH2:31][CH2:32]Br)[N:24]=[CH:23][N:22]=4)=[CH:17][CH:18]=3)[CH:13]=[CH:12]2)=[O:10])=[CH:4][C:3]=1[C:35]([F:38])([F:37])[F:36].[H-].[Na+], predict the reaction product. The product is: [F:1][C:2]1[CH:7]=[CH:6][C:5]([NH:8][C:9]([N:11]2[C:19]3[C:14](=[CH:15][C:16]([O:20][C:21]4[CH:26]=[C:25]([CH2:27][N:28]5[CH2:32][CH2:31][CH2:30][C:29]5=[O:34])[N:24]=[CH:23][N:22]=4)=[CH:17][CH:18]=3)[CH:13]=[CH:12]2)=[O:10])=[CH:4][C:3]=1[C:35]([F:38])([F:37])[F:36]. (2) The product is: [CH3:10][O:9][NH:8][C:6]([C:5]1[CH:11]=[CH:12][C:2]([C:20]2[O:19][C:18]([C:2]3[CH:12]=[CH:11][C:5]([C:6](=[NH:7])[NH:8][O:9][CH3:10])=[CH:4][N:3]=3)=[CH:22][CH:21]=2)=[N:3][CH:4]=1)=[NH:7]. Given the reactants Cl[C:2]1[CH:12]=[CH:11][C:5]([C:6]([NH:8][O:9][CH3:10])=[NH:7])=[CH:4][N:3]=1.C([Sn](CCCC)(CCCC)[C:18]1[O:19][C:20]([Sn](CCCC)(CCCC)CCCC)=[CH:21][CH:22]=1)CCC, predict the reaction product. (3) Given the reactants [N+:1]([C:4]1[CH:5]=[C:6]([CH2:14][OH:15])[CH:7]=[CH:8][C:9]=1NCCC)([O-:3])=[O:2].N1[CH:20]=[CH:19][N:18]=C1.[Si:21](Cl)([C:24]([CH3:27])([CH3:26])[CH3:25])([CH3:23])[CH3:22].[CH3:29]N(C=O)C, predict the reaction product. The product is: [N+:1]([C:4]1[CH:5]=[C:6]([CH2:14][O:15][Si:21]([CH3:23])([CH3:22])[C:24]([CH3:27])([CH3:26])[CH3:25])[CH:7]=[CH:8][C:9]=1[CH2:29][CH2:20][CH2:19][NH2:18])([O-:3])=[O:2]. (4) The product is: [F:10][C:11]1[CH:12]=[C:13]([NH:17][C:18]([N:8]2[CH2:7][CH2:6][NH:5][CH:4]([CH:1]([CH3:3])[CH3:2])[CH2:9]2)=[O:19])[CH:14]=[CH:15][CH:16]=1. Given the reactants [CH:1]([CH:4]1[CH2:9][NH:8][CH2:7][CH2:6][NH:5]1)([CH3:3])[CH3:2].[F:10][C:11]1[CH:16]=[CH:15][CH:14]=[C:13]([N:17]=[C:18]=[O:19])[CH:12]=1, predict the reaction product. (5) Given the reactants [CH:1]([C:4]1[CH:9]=[CH:8][C:7]([CH2:10][CH2:11][CH2:12][CH:13]([CH3:16])[CH2:14][OH:15])=[CH:6][CH:5]=1)([CH3:3])[CH3:2].[H][H], predict the reaction product. The product is: [CH:1]([CH:4]1[CH2:9][CH2:8][CH:7]([CH2:10][CH2:11][CH2:12][CH:13]([CH3:16])[CH2:14][OH:15])[CH2:6][CH2:5]1)([CH3:3])[CH3:2]. (6) Given the reactants Br[CH2:2][CH:3]([F:22])[CH2:4][CH2:5][N:6]1[C:11](=[O:12])[CH:10]=[C:9]([NH:13][C:14](=[O:21])[CH2:15][CH:16]2[CH2:20][CH2:19][CH2:18][CH2:17]2)[CH:8]=[N:7]1.[N-:23]=[N+:24]=[N-:25].[Na+], predict the reaction product. The product is: [N:23]([CH2:2][CH:3]([F:22])[CH2:4][CH2:5][N:6]1[C:11](=[O:12])[CH:10]=[C:9]([NH:13][C:14](=[O:21])[CH2:15][CH:16]2[CH2:20][CH2:19][CH2:18][CH2:17]2)[CH:8]=[N:7]1)=[N+:24]=[N-:25].